From a dataset of Full USPTO retrosynthesis dataset with 1.9M reactions from patents (1976-2016). Predict the reactants needed to synthesize the given product. (1) Given the product [O:32]=[C:21]1[N:20]2[CH2:19][CH2:18][CH:2]([CH2:3][N:4]3[CH2:9][CH2:8][CH:7]([NH:10][C:11](=[O:17])[O:12][C:13]([CH3:16])([CH3:15])[CH3:14])[CH2:6][CH2:5]3)[N:28]3[C:29]2=[C:24]([CH:25]=[CH:26][C:27]3=[O:30])[CH2:23][CH2:22]1, predict the reactants needed to synthesize it. The reactants are: O[CH:2]([CH2:18][CH2:19][N:20]1[C:29]2[C:24](=[CH:25][CH:26]=[C:27]([O:30]C)[N:28]=2)[CH2:23][CH2:22][C:21]1=[O:32])[CH2:3][N:4]1[CH2:9][CH2:8][CH:7]([NH:10][C:11](=[O:17])[O:12][C:13]([CH3:16])([CH3:15])[CH3:14])[CH2:6][CH2:5]1.CS(OS(C)(=O)=O)(=O)=O.C(N(C(C)C)CC)(C)C.[I-].[Na+]. (2) Given the product [F:2][C:3]1[CH:8]=[C:7]([F:9])[CH:6]=[CH:5][C:4]=1[N:10]1[CH:14]([C:15]2[CH:20]=[C:19]([C:21]3[CH2:22][CH2:23][N:24]([S:42]([CH3:41])(=[O:44])=[O:43])[CH2:25][CH:26]=3)[CH:18]=[CH:17][N:16]=2)[CH2:13][C:12]([C:27]([F:32])([F:33])[C:28]([F:30])([F:31])[F:29])=[N:11]1, predict the reactants needed to synthesize it. The reactants are: Cl.[F:2][C:3]1[CH:8]=[C:7]([F:9])[CH:6]=[CH:5][C:4]=1[N:10]1[CH:14]([C:15]2[CH:20]=[C:19]([C:21]3[CH2:22][CH2:23][NH:24][CH2:25][CH:26]=3)[CH:18]=[CH:17][N:16]=2)[CH2:13][C:12]([C:27]([F:33])([F:32])[C:28]([F:31])([F:30])[F:29])=[N:11]1.C(N(CC)CC)C.[CH3:41][S:42](Cl)(=[O:44])=[O:43]. (3) Given the product [CH3:8][O:9][C:10](=[O:15])[C:11](=[O:4])[CH:12]([Br:14])[CH3:13], predict the reactants needed to synthesize it. The reactants are: FC(F)(F)C(O)=[O:4].[CH3:8][O:9][C:10](=[O:15])[CH:11]=[C:12]([Br:14])[CH3:13]. (4) The reactants are: Cl.[CH:2]([O:5][C:6](=[O:29])[NH:7][C@@H:8]1[CH2:28][C:11]2[N:12]([CH2:21][C@@H:22]3[C@H:26]([OH:27])[CH2:25][CH2:24][NH:23]3)[C:13]3[CH:14]=[CH:15][C:16]([C:19]#[N:20])=[CH:17][C:18]=3[C:10]=2[CH2:9]1)([CH3:4])[CH3:3].C=O.[C:32](O[BH-](OC(=O)C)OC(=O)C)(=O)C.[Na+].C(=O)(O)[O-].[Na+]. Given the product [CH:2]([O:5][C:6](=[O:29])[NH:7][C@@H:8]1[CH2:28][C:11]2[N:12]([CH2:21][C@@H:22]3[C@H:26]([OH:27])[CH2:25][CH2:24][N:23]3[CH3:32])[C:13]3[CH:14]=[CH:15][C:16]([C:19]#[N:20])=[CH:17][C:18]=3[C:10]=2[CH2:9]1)([CH3:4])[CH3:3], predict the reactants needed to synthesize it. (5) Given the product [C:39]([NH:1][C:2]1[N:10]=[CH:9][N:8]=[C:7]2[C:3]=1[N:4]=[CH:5][N:6]2[CH:11]1[O:15][CH:14]([CH2:16][O:17][C:18]([C:25]2[CH:30]=[CH:29][CH:28]=[CH:27][CH:26]=2)([C:31]2[CH:32]=[CH:33][CH:34]=[CH:35][CH:36]=2)[C:19]2[CH:20]=[CH:21][CH:22]=[CH:23][CH:24]=2)[CH:13]([O:37][C:18](=[O:17])[C:19]2[CH:24]=[CH:23][CH:22]=[CH:21][CH:20]=2)[CH:12]1[F:38])(=[O:40])[C:41]1[CH:46]=[CH:45][CH:44]=[CH:43][CH:42]=1, predict the reactants needed to synthesize it. The reactants are: [NH2:1][C:2]1[N:10]=[CH:9][N:8]=[C:7]2[C:3]=1[N:4]=[CH:5][N:6]2[CH:11]1[O:15][CH:14]([CH2:16][O:17][C:18]([C:31]2[CH:36]=[CH:35][CH:34]=[CH:33][CH:32]=2)([C:25]2[CH:30]=[CH:29][CH:28]=[CH:27][CH:26]=2)[C:19]2[CH:24]=[CH:23][CH:22]=[CH:21][CH:20]=2)[CH:13]([OH:37])[CH:12]1[F:38].[C:39](Cl)([C:41]1[CH:46]=[CH:45][CH:44]=[CH:43][CH:42]=1)=[O:40]. (6) Given the product [Br:1][C:2]1[C:3](=[O:38])[N:4]([CH2:22][C@H:23]([NH2:30])[C:24]2[CH:29]=[CH:28][CH:27]=[CH:26][CH:25]=2)[C:5](=[O:21])[N:6]([CH2:9][C:10]2[C:15]([C:16]([F:19])([F:18])[F:17])=[CH:14][CH:13]=[CH:12][C:11]=2[F:20])[C:7]=1[CH3:8], predict the reactants needed to synthesize it. The reactants are: [Br:1][C:2]1[C:3](=[O:38])[N:4]([CH2:22][C@H:23]([NH:30]C(OC(C)(C)C)=O)[C:24]2[CH:29]=[CH:28][CH:27]=[CH:26][CH:25]=2)[C:5](=[O:21])[N:6]([CH2:9][C:10]2[C:15]([C:16]([F:19])([F:18])[F:17])=[CH:14][CH:13]=[CH:12][C:11]=2[F:20])[C:7]=1[CH3:8].